Dataset: Full USPTO retrosynthesis dataset with 1.9M reactions from patents (1976-2016). Task: Predict the reactants needed to synthesize the given product. (1) The reactants are: [Cl:1][S:2]([OH:5])(=O)=[O:3].[Br:6][C:7]1[CH:8]=[C:9]([CH:20]=[C:21]([Br:32])[C:22]=1[O:23][C:24]1[CH:29]=[CH:28][C:27]([O:30][CH3:31])=[CH:26][CH:25]=1)[CH:10]=[N:11][O:12][CH:13]([CH3:19])[C:14]([O:16][CH2:17][CH3:18])=[O:15]. Given the product [Br:6][C:7]1[CH:8]=[C:9]([CH:20]=[C:21]([Br:32])[C:22]=1[O:23][C:24]1[CH:25]=[CH:26][C:27]([O:30][CH3:31])=[C:28]([S:2]([Cl:1])(=[O:5])=[O:3])[CH:29]=1)[CH:10]=[N:11][O:12][CH:13]([CH3:19])[C:14]([O:16][CH2:17][CH3:18])=[O:15], predict the reactants needed to synthesize it. (2) Given the product [Br:16][C:10]1[C:3]([O:2][CH3:1])=[N:4][CH:5]=[C:6]([CH:9]=1)[C:7]#[N:8], predict the reactants needed to synthesize it. The reactants are: [CH3:1][O:2][C:3]1[CH:10]=[CH:9][C:6]([C:7]#[N:8])=[CH:5][N:4]=1.C([O-])(=O)C.[Na+].[Br:16]Br.O.